From a dataset of Reaction yield outcomes from USPTO patents with 853,638 reactions. Predict the reaction yield, written as a fraction of the theoretical maximum amount of product (1.0 means a 100% yield; for example, 0.34 means a 34% yield). (1) The reactants are [N+:1]([C:4]1[CH:9]=[CH:8][CH:7]=[CH:6][C:5]=1[N:10]1[CH:14]=[CH:13][CH:12]=[C:11]1[CH:15]=O)([O-:3])=[O:2].C(P(CCCC)(CCCC)[CH2:22][CH:23]1[O:27][CH2:26][CH2:25][O:24]1)CCC.CC([O-])(C)C.[K+].O. The catalyst is CS(C)=O. The product is [N+:1]([C:4]1[CH:9]=[CH:8][CH:7]=[CH:6][C:5]=1[N:10]1[CH:14]=[CH:13][CH:12]=[C:11]1[CH:15]=[CH:22][CH:23]1[O:27][CH2:26][CH2:25][O:24]1)([O-:3])=[O:2]. The yield is 0.660. (2) The reactants are C[Si]([N-][Si](C)(C)C)(C)C.[Na+].CO[C:13]([C:15]1[C:16]2[CH:17]=[CH:18][NH:19][C:20]=2[CH:21]=[CH:22][CH:23]=1)=[O:14].[C:24]([N:32]1[CH2:37][CH2:36][N:35]([CH2:38]C#N)[CH2:34][CH2:33]1)(=[O:31])[C:25]1[CH:30]=[CH:29][CH:28]=[CH:27][CH:26]=1.C1C=C(Cl)C=C(C(OO)=[O:49])C=1. The catalyst is C1COCC1. The product is [C:24]([N:32]1[CH2:37][CH2:36][N:35]([C:38](=[O:49])[C:13]([C:15]2[CH:23]=[CH:22][CH:21]=[C:20]3[C:16]=2[CH:17]=[CH:18][NH:19]3)=[O:14])[CH2:34][CH2:33]1)(=[O:31])[C:25]1[CH:30]=[CH:29][CH:28]=[CH:27][CH:26]=1. The yield is 0.290. (3) The reactants are [NH2:1][C:2]1[N:7]=[CH:6][C:5]([O:8][C:9]2[CH:10]=[C:11]([NH:15][C:16]([N:18]3[CH2:22][CH2:21][N:20]([C:23]4[CH:28]=[CH:27][CH:26]=[CH:25][CH:24]=4)[C:19]3=[O:29])=[O:17])[CH:12]=[CH:13][CH:14]=2)=[CH:4][CH:3]=1.CCN(C(C)C)C(C)C.[N:39]1([C:44](Cl)=[O:45])[CH2:43][CH2:42][CH2:41][CH2:40]1. No catalyst specified. The product is [O:29]=[C:19]1[N:20]([C:23]2[CH:24]=[CH:25][CH:26]=[CH:27][CH:28]=2)[CH2:21][CH2:22][N:18]1[C:16]([NH:15][C:11]1[CH:12]=[CH:13][CH:14]=[C:9]([O:8][C:5]2[CH:6]=[N:7][C:2]([NH:1][C:44]([N:39]3[CH2:43][CH2:42][CH2:41][CH2:40]3)=[O:45])=[CH:3][CH:4]=2)[CH:10]=1)=[O:17]. The yield is 0.0100. (4) The reactants are [C:1]([O:5][C:6]([N:8]1[CH2:12][CH2:11][CH2:10][CH2:9]1)=[O:7])([CH3:4])([CH3:3])[CH3:2].C1C[C@H]2N(C[C@H]3[C@@H]4CCCCN4C[C@@H]2C3)CC1.[Li]C(CC)C.Br[C:36]1[CH:41]=[C:40]([F:42])[CH:39]=[CH:38][C:37]=1[F:43].[NH4+].[OH-]. The catalyst is CC(OC)(C)C.[Cl-].[Cl-].[Zn+2].CC([O-])=O.CC([O-])=O.[Pd+2].P(C(C)(C)C)(C(C)(C)C)C(C)(C)C.[H+].[B-](F)(F)(F)F. The product is [F:42][C:40]1[CH:41]=[CH:36][C:37]([F:43])=[CH:38][C:39]=1[C@H:9]1[CH2:10][CH2:11][CH2:12][N:8]1[C:6]([O:5][C:1]([CH3:4])([CH3:2])[CH3:3])=[O:7]. The yield is 0.720. (5) The reactants are [F:1][C:2]1[CH:9]=[CH:8][C:7]([CH:10]2[C:23]3[CH:22]=[CH:21][C:20]4[C:15](=[N:16][CH:17]=[CH:18][CH:19]=4)[C:14]=3[NH:13][S:12](=[O:25])(=[O:24])[N:11]2[CH3:26])=[CH:6][C:3]=1[CH:4]=O.[NH:27]1[CH2:32][CH2:31][NH:30][CH2:29][CH2:28]1.C(O[BH-](OC(=O)C)OC(=O)C)(=O)C.[Na+]. The catalyst is ClCCCl. The product is [F:1][C:2]1[CH:9]=[CH:8][C:7]([CH:10]2[C:23]3[CH:22]=[CH:21][C:20]4[C:15](=[N:16][CH:17]=[CH:18][CH:19]=4)[C:14]=3[NH:13][S:12](=[O:25])(=[O:24])[N:11]2[CH3:26])=[CH:6][C:3]=1[CH2:4][N:27]1[CH2:32][CH2:31][NH:30][CH2:29][CH2:28]1. The yield is 0.100. (6) The reactants are [CH2:1]([O:8][CH2:9][CH2:10][NH:11][C:12]1[N:20]=[C:19]([Cl:21])[CH:18]=[CH:17][C:13]=1[C:14]([NH2:16])=O)[C:2]1[CH:7]=[CH:6][CH:5]=[CH:4][CH:3]=1.N1C=CC=CC=1.O=P(Cl)(Cl)Cl.[OH-].[Na+]. The catalyst is C(#N)C.CCOC(C)=O. The product is [CH2:1]([O:8][CH2:9][CH2:10][NH:11][C:12]1[N:20]=[C:19]([Cl:21])[CH:18]=[CH:17][C:13]=1[C:14]#[N:16])[C:2]1[CH:3]=[CH:4][CH:5]=[CH:6][CH:7]=1. The yield is 0.670.